From a dataset of Catalyst prediction with 721,799 reactions and 888 catalyst types from USPTO. Predict which catalyst facilitates the given reaction. Reactant: C([O:3][CH2:4][CH:5]([O:30]C=O)[CH2:6][NH:7][C:8](=[O:29])[C:9]1[C:14]([I:15])=[C:13]([C:16](=[O:23])[NH:17][CH2:18][CH2:19][O:20]C=O)[C:12]([I:24])=[C:11]([NH:25][CH:26]=[O:27])[C:10]=1[I:28])=O.B(O)(O)O.[OH-:37].[K+].[CH2:39]1[O:41][CH:40]1[CH2:42][CH:43]1[O:45][CH2:44]1.Cl. Product: [OH:45][CH:43]([CH2:42][CH:40]([OH:41])[CH2:39][N:25]([C:11]1[C:12]([I:24])=[C:13]([C:16]([NH:17][CH2:18][CH2:19][OH:20])=[O:23])[C:14]([I:15])=[C:9]([C:10]=1[I:28])[C:8]([NH:7][CH2:6][CH:5]([OH:30])[CH2:4][OH:3])=[O:29])[CH:26]=[O:27])[CH2:44][N:25]([C:11]1[C:12]([I:24])=[C:13]([C:16]([NH:17][CH2:18][CH2:19][OH:20])=[O:23])[C:14]([I:15])=[C:9]([C:10]=1[I:28])[C:8]([NH:7][CH2:6][CH:5]([OH:30])[CH2:4][OH:3])=[O:29])[CH:26]=[O:37]. The catalyst class is: 72.